The task is: Predict the reactants needed to synthesize the given product.. This data is from Full USPTO retrosynthesis dataset with 1.9M reactions from patents (1976-2016). (1) Given the product [Cl:1][CH2:2][C:3]1[CH:11]=[CH:10][C:6]([C:7]([NH:18][CH2:17][CH2:16][CH:15]([O:19][CH2:20][CH3:21])[O:14][CH2:12][CH3:13])=[O:8])=[CH:5][CH:4]=1, predict the reactants needed to synthesize it. The reactants are: [Cl:1][CH2:2][C:3]1[CH:11]=[CH:10][C:6]([C:7](Cl)=[O:8])=[CH:5][CH:4]=1.[CH2:12]([O:14][CH:15]([O:19][CH2:20][CH3:21])[CH2:16][CH2:17][NH2:18])[CH3:13].C(N(CC)CC)C. (2) Given the product [CH3:16][O:17][C:18]1[CH:26]=[CH:25][C:21]([C:22]2[N:6]([C:7]3[CH:12]=[CH:11][C:10]([CH3:13])=[CH:9][CH:8]=3)[N:5]=[C:3]([C:2]([F:14])([F:15])[F:1])[N:4]=2)=[CH:20][CH:19]=1, predict the reactants needed to synthesize it. The reactants are: [F:1][C:2]([F:15])([F:14])[C:3](=[N:5][NH:6][C:7]1[CH:12]=[CH:11][C:10]([CH3:13])=[CH:9][CH:8]=1)[NH2:4].[CH3:16][O:17][C:18]1[CH:26]=[CH:25][C:21]([C:22](Cl)=O)=[CH:20][CH:19]=1.N1C=CC=CC=1.